This data is from Reaction yield outcomes from USPTO patents with 853,638 reactions. The task is: Predict the reaction yield, written as a fraction of the theoretical maximum amount of product (1.0 means a 100% yield; for example, 0.34 means a 34% yield). (1) The reactants are [CH3:1][C:2]1[N:3]=[CH:4][O:5][C:6]=1[C:7]([OH:9])=O.O1CCCC1.C(Cl)(=O)C(Cl)=O.[NH2:21][C:22]1[CH:23]=[C:24]([CH:41]=[CH:42][CH:43]=1)[O:25][C:26]1[CH:27]=[CH:28][C:29]2[N:30]([N:32]=[C:33]([NH:35][C:36]([CH:38]3[CH2:40][CH2:39]3)=[O:37])[N:34]=2)[CH:31]=1. The catalyst is CN(C)C=O.CN(C)C(=O)C. The product is [CH:38]1([C:36]([NH:35][C:33]2[N:34]=[C:29]3[CH:28]=[CH:27][C:26]([O:25][C:24]4[CH:23]=[C:22]([NH:21][C:7]([C:6]5[O:5][CH:4]=[N:3][C:2]=5[CH3:1])=[O:9])[CH:43]=[CH:42][CH:41]=4)=[CH:31][N:30]3[N:32]=2)=[O:37])[CH2:39][CH2:40]1. The yield is 0.380. (2) The product is [CH3:1][O:86][C:85](=[O:87])/[CH:84]=[CH:83]/[C:82]1[CH:81]=[CH:80][C:79]([C:74]2[NH:73][C:72]3[N:71]([CH2:90][CH:91]4[CH2:92][CH2:93][CH2:94][CH2:95][CH2:96]4)[C:70](=[O:97])[N:69]([CH2:68][CH:62]4[CH2:63][CH2:64][CH2:65][CH2:66][CH2:67]4)[C:77](=[O:78])[C:76]=3[N:75]=2)=[CH:89][CH:88]=1. The yield is 0.740. The reactants are [CH:1]1(CN2C(=O)C3NC(C4C=CC(COCCOCCOCCOCCOCCOCCOCCOCCOCCOC)=CC=4)=NC=3N(CC3CCCCC3)C2=O)CCCCC1.[CH:62]1([CH2:68][N:69]2[C:77](=[O:78])[C:76]3[N:75]=[C:74]([C:79]4[CH:89]=[CH:88][C:82](/[CH:83]=[CH:84]/[C:85]([OH:87])=[O:86])=[CH:81][CH:80]=4)[NH:73][C:72]=3[N:71]([CH2:90][CH:91]3[CH2:96][CH2:95][CH2:94][CH2:93][CH2:92]3)[C:70]2=[O:97])[CH2:67][CH2:66][CH2:65][CH2:64][CH2:63]1.C1(CN2C(=O)C3N=C(C4C=CC=C(/C=C/C(N5C=CN=C5)=O)C=4)NC=3N(CC3CCCCC3)C2=O)CCCCC1.C(=O)([O-])[O-].[K+].[K+]. The catalyst is C(#N)C.CO. (3) The yield is 0.630. The product is [CH2:36]([N:43]1[CH2:47][CH2:46][C@H:45]([NH:48][C:28]([NH:4][C:3]2[CH:5]=[CH:6][C:7]([O:9][C:10]3[C:19]4[C:14](=[CH:15][C:16]([O:22][CH3:23])=[C:17]([O:20][CH3:21])[CH:18]=4)[N:13]=[CH:12][N:11]=3)=[CH:8][C:2]=2[Cl:1])=[O:34])[CH2:44]1)[C:37]1[CH:38]=[CH:39][CH:40]=[CH:41][CH:42]=1. The reactants are [Cl:1][C:2]1[CH:8]=[C:7]([O:9][C:10]2[C:19]3[C:14](=[CH:15][C:16]([O:22][CH3:23])=[C:17]([O:20][CH3:21])[CH:18]=3)[N:13]=[CH:12][N:11]=2)[CH:6]=[CH:5][C:3]=1[NH2:4].ClC(Cl)(O[C:28](=[O:34])OC(Cl)(Cl)Cl)Cl.[CH2:36]([N:43]1[CH2:47][CH2:46][C@H:45]([NH2:48])[CH2:44]1)[C:37]1[CH:42]=[CH:41][CH:40]=[CH:39][CH:38]=1.C(=O)([O-])O.[Na+]. The catalyst is C(N(CC)CC)C.C(Cl)(Cl)Cl. (4) The reactants are [CH3:1][C:2]1[C:3]([CH3:27])=[CH:4][C:5]2[N:14]([CH2:15][CH2:16][CH2:17][C:18]3[CH:23]=[CH:22][CH:21]=[CH:20][CH:19]=3)[C:13]3[C:8]([C:9](=[O:25])[NH:10][C:11](=[O:24])[N:12]=3)=[N:7][C:6]=2[CH:26]=1.C(OOC(=O)C1C=CC=CC=1)(=O)C1C=CC=CC=1.[Br:46]Br. The catalyst is O1CCOCC1. The product is [Br:46][CH2:27][C:3]1[C:2]([CH3:1])=[CH:26][C:6]2[N:7]=[C:8]3[C:13]([N:14]([CH2:15][CH2:16][CH2:17][C:18]4[CH:19]=[CH:20][CH:21]=[CH:22][CH:23]=4)[C:5]=2[CH:4]=1)=[N:12][C:11](=[O:24])[NH:10][C:9]3=[O:25]. The yield is 0.300. (5) The reactants are C(O[C:4](=[O:19])[CH2:5][C:6]([C:8]1[CH:13]=[CH:12][CH:11]=[CH:10][C:9]=1[O:14][CH2:15][CH2:16][O:17][CH3:18])=O)C.Cl.[C:21]([NH2:24])(=[NH:23])[CH3:22].C(O[K])(C)(C)C.Cl. The catalyst is C(O)C.O. The product is [CH3:18][O:17][CH2:16][CH2:15][O:14][C:9]1[CH:10]=[CH:11][CH:12]=[CH:13][C:8]=1[C:6]1[N:23]=[C:21]([CH3:22])[NH:24][C:4](=[O:19])[CH:5]=1. The yield is 0.670. (6) The reactants are [CH3:1][S:2]([C:5]1[CH:10]=[CH:9][C:8](/[CH:11]=[CH:12]/[C:13]([CH:15]2[CH2:20][CH2:19][O:18][CH2:17][CH2:16]2)=[O:14])=[CH:7][CH:6]=1)(=[O:4])=[O:3].[C:21]1(B(O)O)[CH:26]=[CH:25][CH:24]=[CH:23][CH:22]=1.C1(P(C2C=CC=CC=2)C2C=CC=CC=2)C=CC=CC=1.C(=O)([O-])[O-].[Cs+].[Cs+]. The catalyst is C1(C)C=CC=CC=1.C(Cl)(Cl)Cl.C([O-])(=O)C.[Pd+2].C([O-])(=O)C. The product is [CH3:1][S:2]([C:5]1[CH:6]=[CH:7][C:8]([CH:11]([C:21]2[CH:26]=[CH:25][CH:24]=[CH:23][CH:22]=2)[CH2:12][C:13]([CH:15]2[CH2:20][CH2:19][O:18][CH2:17][CH2:16]2)=[O:14])=[CH:9][CH:10]=1)(=[O:4])=[O:3]. The yield is 0.140.